This data is from Reaction yield outcomes from USPTO patents with 853,638 reactions. The task is: Predict the reaction yield, written as a fraction of the theoretical maximum amount of product (1.0 means a 100% yield; for example, 0.34 means a 34% yield). (1) The reactants are OC(C(F)(F)F)=O.[CH:8]([N:11]1[C:15]([C:16]2[S:17][C:18]3[CH2:19][CH2:20][O:21][C:22]4[CH:29]=[C:28]([CH:30]5[CH2:35][CH2:34][NH:33][CH2:32][CH2:31]5)[CH:27]=[CH:26][C:23]=4[C:24]=3[N:25]=2)=[N:14][CH:13]=[N:12]1)([CH3:10])[CH3:9].C(N(CC)CC)C.Br[CH2:44][C:45]([NH2:47])=[O:46]. The product is [CH:8]([N:11]1[C:15]([C:16]2[S:17][C:18]3[CH2:19][CH2:20][O:21][C:22]4[CH:29]=[C:28]([CH:30]5[CH2:35][CH2:34][N:33]([CH2:44][C:45]([NH2:47])=[O:46])[CH2:32][CH2:31]5)[CH:27]=[CH:26][C:23]=4[C:24]=3[N:25]=2)=[N:14][CH:13]=[N:12]1)([CH3:10])[CH3:9]. The yield is 0.720. The catalyst is C(Cl)Cl.CO.O. (2) The reactants are [O:1]1[C:5]2[CH:6]=[CH:7][C:8]([C:10]3[S:11][CH:12]=[C:13]([C:15]([NH:17][C:18]4[S:19][C:20]5[CH:26]=[C:25]([C:27]([OH:29])=O)[CH:24]=[CH:23][C:21]=5[N:22]=4)=[O:16])[N:14]=3)=[CH:9][C:4]=2[CH2:3][CH2:2]1.CN(C(ON1N=NC2C=CC=CC1=2)=[N+](C)C)C.F[P-](F)(F)(F)(F)F.[NH:54]1[CH2:59][CH2:58][O:57][CH2:56][CH2:55]1. The catalyst is O1CCOCC1. The product is [O:1]1[C:5]2[CH:6]=[CH:7][C:8]([C:10]3[S:11][CH:12]=[C:13]([C:15]([NH:17][C:18]4[S:19][C:20]5[CH:26]=[C:25]([C:27]([N:54]6[CH2:59][CH2:58][O:57][CH2:56][CH2:55]6)=[O:29])[CH:24]=[CH:23][C:21]=5[N:22]=4)=[O:16])[N:14]=3)=[CH:9][C:4]=2[CH2:3][CH2:2]1. The yield is 0.230. (3) The reactants are CO.[OH-].[Na+].[NH2:5][C:6]1[C:11]([C:12]2[O:16][N:15]=[C:14]([CH2:17][C:18]3[CH:23]=[CH:22][C:21]([OH:24])=[CH:20][CH:19]=3)[CH:13]=2)=[CH:10][CH:9]=[CH:8][N:7]=1.Cl[CH2:26][C:27]1[CH:32]=[CH:31][CH:30]=[C:29]([CH3:33])[N:28]=1. The catalyst is CN(C)C=O. The product is [CH3:26][C:27]1[N:28]=[C:29]([CH2:33][O:24][C:21]2[CH:22]=[CH:23][C:18]([CH2:17][C:14]3[CH:13]=[C:12]([C:11]4[C:6]([NH2:5])=[N:7][CH:8]=[CH:9][CH:10]=4)[O:16][N:15]=3)=[CH:19][CH:20]=2)[CH:30]=[CH:31][CH:32]=1. The yield is 0.517. (4) The reactants are [F:1][C:2]1[C:7]([O:8][CH:9]2[CH2:14][CH2:13][CH2:12][CH2:11][O:10]2)=[CH:6][CH:5]=[C:4]([OH:15])[C:3]=1[C:16](=[O:25])[CH2:17][C:18]1[CH:23]=[CH:22][C:21]([F:24])=[CH:20][CH:19]=1.[I:26][C:27]1[CH:34]=[CH:33][C:30]([CH:31]=O)=[CH:29][CH:28]=1.C1CCN2C(=NCCC2)CC1.N1CCCCC1. The catalyst is C(O)CCC. The product is [F:1][C:2]1[C:7]([O:8][CH:9]2[CH2:14][CH2:13][CH2:12][CH2:11][O:10]2)=[CH:6][CH:5]=[C:4]2[C:3]=1[C:16](=[O:25])[CH:17]([C:18]1[CH:19]=[CH:20][C:21]([F:24])=[CH:22][CH:23]=1)[CH:31]([C:30]1[CH:33]=[CH:34][C:27]([I:26])=[CH:28][CH:29]=1)[O:15]2. The yield is 0.175. (5) The reactants are [CH:1]1([C:4]2[C:5]([O:15][CH2:16][CH:17]3[CH2:22][CH2:21][N:20]([CH2:23][C:24]4[CH:29]=[C:28]([Cl:30])[CH:27]=[C:26]([Cl:31])[C:25]=4I)[CH2:19][CH2:18]3)=[CH:6][C:7]([F:14])=[C:8]([CH:13]=2)[C:9]([O:11][CH3:12])=[O:10])[CH2:3][CH2:2]1.[Cu](C#N)[C:34]#[N:35]. The catalyst is CN1CCCC1=O.C(OCC)(=O)C. The product is [CH:1]1([C:4]2[C:5]([O:15][CH2:16][CH:17]3[CH2:22][CH2:21][N:20]([CH2:23][C:24]4[CH:29]=[C:28]([Cl:30])[CH:27]=[C:26]([Cl:31])[C:25]=4[C:34]#[N:35])[CH2:19][CH2:18]3)=[CH:6][C:7]([F:14])=[C:8]([CH:13]=2)[C:9]([O:11][CH3:12])=[O:10])[CH2:3][CH2:2]1. The yield is 0.140. (6) The reactants are [CH3:1][C:2]([CH3:34])([CH3:33])[C:3]#[C:4][C:5]1[S:9][C:8]([C:10]([O:12]C)=[O:11])=[C:7]([N:14]([CH:24]2[CH2:28][CH2:27][N:26]([CH:29]([CH3:31])[CH3:30])[C:25]2=[O:32])[C:15]([C@H:17]2[CH2:22][CH2:21][C@H:20]([CH3:23])[CH2:19][CH2:18]2)=[O:16])[CH:6]=1.O[Li].O.Cl. The catalyst is C1COCC1.O. The product is [CH3:34][C:2]([CH3:1])([CH3:33])[C:3]#[C:4][C:5]1[S:9][C:8]([C:10]([OH:12])=[O:11])=[C:7]([N:14]([C@@H:24]2[CH2:28][CH2:27][N:26]([CH:29]([CH3:30])[CH3:31])[C:25]2=[O:32])[C:15]([C@H:17]2[CH2:22][CH2:21][C@H:20]([CH3:23])[CH2:19][CH2:18]2)=[O:16])[CH:6]=1. The yield is 0.700. (7) The reactants are [OH:1][C@H:2]1[CH2:7][CH2:6][C@H:5]([NH:8][C:9]2[N:14]=[C:13]([CH:15]=[O:16])[CH:12]=[C:11]([NH:17][C:18]3[S:19][C:20]4[C:25]([N:26]=3)=[CH:24][CH:23]=[CH:22][N:21]=4)[N:10]=2)[CH2:4][CH2:3]1.FC(F)(F)CNCC(F)(F)F.C(O[BH-](OC(=O)C)OC(=O)C)(=O)C.[Na+].C(=O)(O)[O-].[Na+]. The catalyst is O1CCCC1.CO.C(Cl)(Cl)Cl.ClCCl. The product is [OH:16][CH2:15][C:13]1[CH:12]=[C:11]([NH:17][C:18]2[S:19][C:20]3[C:25]([N:26]=2)=[CH:24][CH:23]=[CH:22][N:21]=3)[N:10]=[C:9]([NH:8][C@H:5]2[CH2:6][CH2:7][C@H:2]([OH:1])[CH2:3][CH2:4]2)[N:14]=1. The yield is 0.200.